Dataset: Reaction yield outcomes from USPTO patents with 853,638 reactions. Task: Predict the reaction yield, written as a fraction of the theoretical maximum amount of product (1.0 means a 100% yield; for example, 0.34 means a 34% yield). (1) The catalyst is CO.[Pd]. The product is [F:17][C:12]1([F:16])[CH2:11][C@H:10]2[C@H:14]([CH2:15][NH:8][C@@H:9]2[CH2:18][N:19]2[C:20](=[O:29])[C:21]3[C:26](=[CH:25][CH:24]=[CH:23][CH:22]=3)[C:27]2=[O:28])[CH2:13]1. The reactants are C([N:8]1[CH2:15][C@H:14]2[C@H:10]([CH2:11][C:12]([F:17])([F:16])[CH2:13]2)[C@H:9]1[CH2:18][N:19]1[C:27](=[O:28])[C:26]2[C:21](=[CH:22][CH:23]=[CH:24][CH:25]=2)[C:20]1=[O:29])C1C=CC=CC=1.C([O-])=O.[NH4+]. The yield is 0.600. (2) The reactants are C(OP([CH2:9][C:10]#[N:11])(OCC)=O)C.[H-].[Na+].[F:14][C:15]1[CH:20]=[CH:19][C:18]([C:21]2[NH:22][CH:23]=[C:24]([CH:32]=O)[C:25]=2[C:26]2[CH:31]=[CH:30][N:29]=[CH:28][CH:27]=2)=[CH:17][CH:16]=1.O. The catalyst is O1CCCC1. The product is [F:14][C:15]1[CH:16]=[CH:17][C:18]([C:21]2[NH:22][CH:23]=[C:24]([CH:32]=[CH:9][C:10]#[N:11])[C:25]=2[C:26]2[CH:31]=[CH:30][N:29]=[CH:28][CH:27]=2)=[CH:19][CH:20]=1. The yield is 0.680. (3) The reactants are [NH2:1][C:2](=[S:14])[CH2:3][N:4]1[CH:8]=[C:7]([C:9]([O:11][CH2:12][CH3:13])=[O:10])[CH:6]=[N:5]1.Br[CH2:16][C:17]([C:19]1[CH:24]=[CH:23][CH:22]=[C:21]([N+:25]([O-:27])=[O:26])[CH:20]=1)=O. The catalyst is C(O)C. The product is [N+:25]([C:21]1[CH:20]=[C:19]([C:17]2[N:1]=[C:2]([CH2:3][N:4]3[CH:8]=[C:7]([C:9]([O:11][CH2:12][CH3:13])=[O:10])[CH:6]=[N:5]3)[S:14][CH:16]=2)[CH:24]=[CH:23][CH:22]=1)([O-:27])=[O:26]. The yield is 0.780. (4) The reactants are [O-]CC.[Na+].[Na].[C:6]([O:14]CC)(=O)[CH2:7][C:8]([O:10]CC)=O.Cl.[CH:18]1([C:24](=[NH:26])[NH2:25])[CH2:23][CH2:22][CH2:21][CH2:20][CH2:19]1. The catalyst is C(O)C. The product is [CH:18]1([C:24]2[N:26]=[C:6]([OH:14])[CH:7]=[C:8]([OH:10])[N:25]=2)[CH2:23][CH2:22][CH2:21][CH2:20][CH2:19]1. The yield is 0.930.